From a dataset of Reaction yield outcomes from USPTO patents with 853,638 reactions. Predict the reaction yield, written as a fraction of the theoretical maximum amount of product (1.0 means a 100% yield; for example, 0.34 means a 34% yield). (1) The reactants are [C:1]([NH:5][C:6](=[O:27])[O:7][CH:8]1[CH2:15][CH:14]2[CH:10]([CH2:11][CH:12]([NH:16][CH2:17][C:18]([N:20]3[CH2:24][CH2:23][CH2:22][CH:21]3[C:25]#[N:26])=[O:19])[CH2:13]2)[CH2:9]1)([CH3:4])([CH3:3])[CH3:2].C(=O)([O-])[O-].[K+].[K+].[C:34](O[C:34]([O:36][C:37]([CH3:40])([CH3:39])[CH3:38])=[O:35])([O:36][C:37]([CH3:40])([CH3:39])[CH3:38])=[O:35].O. The catalyst is ClCCl. The product is [C:1]([NH:5][C:6](=[O:27])[O:7][CH:8]1[CH2:15][CH:14]2[CH:10]([CH2:11][CH:12]([N:16]([C:34]([O:36][C:37]([CH3:40])([CH3:39])[CH3:38])=[O:35])[CH2:17][C:18]([N:20]3[CH2:24][CH2:23][CH2:22][CH:21]3[C:25]#[N:26])=[O:19])[CH2:13]2)[CH2:9]1)([CH3:4])([CH3:2])[CH3:3]. The yield is 0.281. (2) The reactants are [NH2:1][CH2:2][C@H:3]([NH:8][C:9]([O:11][C:12]([CH3:15])([CH3:14])[CH3:13])=[O:10])[C:4]([O:6][CH3:7])=[O:5].CCN(C(C)C)C(C)C.[N+:25]([C:28]1[CH:33]=[CH:32][CH:31]=[CH:30][C:29]=1[S:34](Cl)(=[O:36])=[O:35])([O-:27])=[O:26]. The catalyst is C(Cl)Cl. The product is [C:12]([O:11][C:9]([NH:8][C@@H:3]([CH2:2][NH:1][S:34]([C:29]1[CH:30]=[CH:31][CH:32]=[CH:33][C:28]=1[N+:25]([O-:27])=[O:26])(=[O:35])=[O:36])[C:4]([O:6][CH3:7])=[O:5])=[O:10])([CH3:15])([CH3:14])[CH3:13]. The yield is 0.980. (3) The reactants are Cl[C:2]1[CH:7]=[C:6]([O:8][CH:9]2[CH2:13][CH2:12][CH2:11][CH2:10]2)[N:5]=[C:4]2[CH2:14][CH2:15][CH2:16][C:3]=12.[NH2:17][C:18]1[CH:23]=[CH:22][C:21]([CH2:24][C:25]([O:27][CH2:28][CH3:29])=[O:26])=[CH:20][CH:19]=1. No catalyst specified. The product is [CH:9]1([O:8][C:6]2[N:5]=[C:4]3[CH2:14][CH2:15][CH2:16][C:3]3=[C:2]([NH:17][C:18]3[CH:19]=[CH:20][C:21]([CH2:24][C:25]([O:27][CH2:28][CH3:29])=[O:26])=[CH:22][CH:23]=3)[CH:7]=2)[CH2:13][CH2:12][CH2:11][CH2:10]1. The yield is 0.780. (4) The reactants are [NH2:1][C:2]1[CH:10]=[CH:9][C:5]([C:6]([OH:8])=[O:7])=[CH:4][N:3]=1.Cl.[CH3:12]O. No catalyst specified. The product is [CH3:12][O:7][C:6](=[O:8])[C:5]1[CH:9]=[CH:10][C:2]([NH2:1])=[N:3][CH:4]=1. The yield is 0.710. (5) The reactants are [CH:1]1([C:4]2[CH:13]=[CH:12][C:7]([C:8]([O:10][CH3:11])=[O:9])=[C:6]([CH2:14][CH3:15])[CH:5]=2)[CH2:3][CH2:2]1.[I:16]I.S(=O)(=O)(O)O. The catalyst is CC(O)=O. The product is [CH:1]1([C:4]2[C:13]([I:16])=[CH:12][C:7]([C:8]([O:10][CH3:11])=[O:9])=[C:6]([CH2:14][CH3:15])[CH:5]=2)[CH2:2][CH2:3]1. The yield is 0.490. (6) The catalyst is CO.O. The reactants are [CH3:1][O:2][C:3]1[CH:12]=[CH:11][C:6]2[S:7]C(=O)[O:9][C:5]=2[CH:4]=1.[OH-].[K+].Cl. The yield is 0.920. The product is [CH3:1][O:2][C:3]1[CH:12]=[CH:11][C:6]([SH:7])=[C:5]([OH:9])[CH:4]=1. (7) The reactants are [C:1]([C:5]1[CH:10]=[CH:9][C:8]([C:11]2[S:12][CH:13]=[C:14]([C:17]([CH3:19])=O)[C:15]=2[OH:16])=[CH:7][CH:6]=1)([CH3:4])([CH3:3])[CH3:2].[NH:20]([C:22]([C:24]1[S:28][C:27]([C:29]([O:31][CH3:32])=[O:30])=[CH:26][CH:25]=1)=[O:23])[NH2:21]. The catalyst is CN(C)C=O. The product is [C:1]([C:5]1[CH:10]=[CH:9][C:8]([C:11]2[S:12][CH:13]=[C:14]([C:17](=[N:21][NH:20][C:22]([C:24]3[S:28][C:27]([C:29]([O:31][CH3:32])=[O:30])=[CH:26][CH:25]=3)=[O:23])[CH3:19])[C:15]=2[OH:16])=[CH:7][CH:6]=1)([CH3:4])([CH3:3])[CH3:2]. The yield is 0.600. (8) The reactants are [Cl:1][C:2]1[CH:9]=[C:8]([N+:10]([O-:12])=[O:11])[CH:7]=[CH:6][C:3]=1[CH2:4]Br.C(N(C(C)C)CC)(C)C.[F:22][C:23]1[CH:24]=[C:25]([CH:27]=[CH:28][CH:29]=1)[NH2:26]. The catalyst is C(#N)C. The product is [Cl:1][C:2]1[CH:9]=[C:8]([N+:10]([O-:12])=[O:11])[CH:7]=[CH:6][C:3]=1[CH2:4][NH:26][C:25]1[CH:27]=[CH:28][CH:29]=[C:23]([F:22])[CH:24]=1. The yield is 0.840. (9) The reactants are [Cl:1][C:2]1[CH:7]=[CH:6][C:5]([C:8]2[S:9][C:10]([C:17](=[O:26])[C:18]3[CH:23]=[CH:22][C:21]([O:24][CH3:25])=[CH:20][CH:19]=3)=[CH:11][C:12]=2[CH2:13][C:14](O)=[O:15])=[CH:4][CH:3]=1.C1CN([P+](ON2N=NC3C=CC=CC2=3)(N2CCCC2)N2CCCC2)CC1.F[P-](F)(F)(F)(F)F.[C:60]([NH:67][C:68]([NH2:70])=[NH:69])([O:62][C:63]([CH3:66])([CH3:65])[CH3:64])=[O:61].C(N(CC)CC)C.C(OC(C)C)(C)C. The catalyst is O.CN(C=O)C. The product is [C:63]([O:62][C:60]([NH:67][C:68]([NH:70][C:14](=[O:15])[CH2:13][C:12]1[CH:11]=[C:10]([C:17](=[O:26])[C:18]2[CH:19]=[CH:20][C:21]([O:24][CH3:25])=[CH:22][CH:23]=2)[S:9][C:8]=1[C:5]1[CH:4]=[CH:3][C:2]([Cl:1])=[CH:7][CH:6]=1)=[NH:69])=[O:61])([CH3:65])([CH3:66])[CH3:64]. The yield is 0.900. (10) The reactants are [CH:1]1([C:4]2[C:8]([C:9]#[N:10])=[CH:7][NH:6][N:5]=2)[CH2:3][CH2:2]1.Br[C:12]1[CH:13]=[CH:14][C:15]([C:18]([F:21])([F:20])[F:19])=[N:16][CH:17]=1.N1CCC[C@H]1C(O)=O.C(=O)([O-])[O-].[K+].[K+]. The catalyst is CCOC(C)=O.[Cu]I.CS(C)=O. The product is [CH:1]1([C:4]2[C:8]([C:9]#[N:10])=[CH:7][N:6]([C:12]3[CH:17]=[N:16][C:15]([C:18]([F:21])([F:20])[F:19])=[CH:14][CH:13]=3)[N:5]=2)[CH2:3][CH2:2]1. The yield is 0.530.